Dataset: Catalyst prediction with 721,799 reactions and 888 catalyst types from USPTO. Task: Predict which catalyst facilitates the given reaction. (1) Reactant: [OH:1][C@H:2]1[CH2:6][N:5](C(=O)C)[C@@H:4]([C:10]2[N:14]3[C:15]4[CH:21]=[CH:20][NH:19][C:16]=4[N:17]=[CH:18][C:13]3=[C:12]([C:22]3[CH:27]=[CH:26][C:25]([O:28][CH3:29])=[CH:24][CH:23]=3)[N:11]=2)[CH2:3]1.Cl. Product: [CH3:29][O:28][C:25]1[CH:24]=[CH:23][C:22]([C:12]2[N:11]=[C:10]([C@@H:4]3[NH:5][CH2:6][C@H:2]([OH:1])[CH2:3]3)[N:14]3[C:15]4[CH:21]=[CH:20][NH:19][C:16]=4[N:17]=[CH:18][C:13]=23)=[CH:27][CH:26]=1. The catalyst class is: 12. (2) The catalyst class is: 19. Product: [O:14]=[C:10]1[CH2:11][CH2:12][CH2:13][N:8]([C:23]([O:25][C:26]([CH3:27])([CH3:28])[CH3:29])=[O:24])[CH2:9]1. Reactant: C([N:8]1[CH2:13][CH2:12][CH2:11][C:10](=[O:14])[CH2:9]1)C1C=CC=CC=1.[C:23](O[C:23]([O:25][C:26]([CH3:29])([CH3:28])[CH3:27])=[O:24])([O:25][C:26]([CH3:29])([CH3:28])[CH3:27])=[O:24].C(N(CC)CC)C.[H][H]. (3) Reactant: Cl.[Br:2][C:3]1[CH:8]=[C:7]([CH3:9])[C:6]([NH2:10])=[C:5]([CH3:11])[CH:4]=1.[N:12]([O-])=O.[Na+].[Sn](Cl)Cl. Product: [Br:2][C:3]1[CH:8]=[C:7]([CH3:9])[C:6]([NH:10][NH2:12])=[C:5]([CH3:11])[CH:4]=1. The catalyst class is: 6. (4) Reactant: [Cl:1][C:2]1[CH:17]=[C:16]([N+:18]([O-])=O)[CH:15]=[CH:14][C:3]=1[O:4][C:5]([C:8]1[CH:13]=[CH:12][CH:11]=[CH:10][N:9]=1)([CH3:7])[CH3:6]. Product: [Cl:1][C:2]1[CH:17]=[C:16]([CH:15]=[CH:14][C:3]=1[O:4][C:5]([CH3:7])([C:8]1[CH:13]=[CH:12][CH:11]=[CH:10][N:9]=1)[CH3:6])[NH2:18]. The catalyst class is: 13. (5) Reactant: [NH2:1][C:2]1[CH:3]=[C:4]([C:8]2[N:12]3[N:13]=[C:14]([NH:17][CH2:18][C:19]4[CH:24]=[C:23]([F:25])[CH:22]=[CH:21][C:20]=4[F:26])[CH:15]=[CH:16][C:11]3=[N:10][CH:9]=2)[CH:5]=[CH:6][CH:7]=1.[O:27]1[CH2:32][CH2:31][CH:30]([C:33](O)=[O:34])[CH2:29][CH2:28]1.CN1CCOCC1.CN(C(ON1N=NC2C=CC=NC1=2)=[N+](C)C)C.F[P-](F)(F)(F)(F)F. Product: [F:26][C:20]1[CH:21]=[CH:22][C:23]([F:25])=[CH:24][C:19]=1[CH2:18][NH:17][C:14]1[CH:15]=[CH:16][C:11]2[N:12]([C:8]([C:4]3[CH:3]=[C:2]([NH:1][C:33]([CH:30]4[CH2:31][CH2:32][O:27][CH2:28][CH2:29]4)=[O:34])[CH:7]=[CH:6][CH:5]=3)=[CH:9][N:10]=2)[N:13]=1. The catalyst class is: 3. (6) Reactant: [F:1][C:2]([F:7])([F:6])[C:3]([OH:5])=[O:4].C(OC([N:15]1[CH2:20][CH2:19][N:18]([CH3:21])[CH:17]([CH3:22])[CH2:16]1)=O)(C)(C)C. Product: [F:1][C:2]([F:7])([F:6])[C:3]([OH:5])=[O:4].[CH3:21][N:18]1[CH2:19][CH2:20][NH:15][CH2:16][CH:17]1[CH3:22]. The catalyst class is: 2.